From a dataset of Reaction yield outcomes from USPTO patents with 853,638 reactions. Predict the reaction yield, written as a fraction of the theoretical maximum amount of product (1.0 means a 100% yield; for example, 0.34 means a 34% yield). (1) The reactants are C[O:2][C:3](=[O:39])[C:4]1[CH:9]=[CH:8][C:7]([CH:10]([NH:25][C:26]([NH:28][C@H:29]2[CH2:34][CH2:33][C@H:32]([C:35]([CH3:38])([CH3:37])[CH3:36])[CH2:31][CH2:30]2)=[O:27])[C:11]2[CH:16]=[C:15]([C:17]([F:20])([F:19])[F:18])[CH:14]=[C:13]([C:21]([F:24])([F:23])[F:22])[CH:12]=2)=[CH:6][CH:5]=1.[F:18][C:17]([F:19])([F:20])[C:15]1[CH:16]=[C:11]([CH:10]([NH:25][C:26]([NH:28][C@H:29]2[CH2:30][CH2:31][C@H:32]([C:35]([CH3:36])([CH3:38])[CH3:37])[CH2:33][CH2:34]2)=[O:27])[C:7]2[CH:6]=[CH:5][C:4]([C:3]([OH:2])=[O:39])=[CH:9][CH:8]=2)[CH:12]=[C:13]([C:21]([F:23])([F:24])[F:22])[CH:14]=1.[OH-].[Na+].C(OCC)(=O)C. The catalyst is C(O)C. The product is [F:18][C:17]([F:19])([F:20])[C:15]1[CH:16]=[C:11]([CH:10]([NH:25][C:26]([NH:28][C@H:29]2[CH2:30][CH2:31][C@H:32]([C:35]([CH3:36])([CH3:37])[CH3:38])[CH2:33][CH2:34]2)=[O:27])[C:7]2[CH:6]=[CH:5][C:4]([C:3]([OH:39])=[O:2])=[CH:9][CH:8]=2)[CH:12]=[C:13]([C:21]([F:22])([F:23])[F:24])[CH:14]=1. The yield is 0.850. (2) The reactants are [CH3:1][O:2][C:3]1[CH:4]=[C:5]2[C:10](=[CH:11][CH:12]=1)[CH:9]=[C:8]([C@H:13]([CH3:17])[C:14]([OH:16])=[O:15])[CH:7]=[CH:6]2.[N+:18]([O:21][CH:22]1[O:29][CH:28]2[CH:24]([O:25][CH2:26][C@@H:27]2O)[CH2:23]1)([O-:20])=[O:19].Cl.CN(C)CCCN=C=NCC. The catalyst is ClCCl. The product is [CH3:1][O:2][C:3]1[CH:4]=[C:5]2[C:10](=[CH:11][CH:12]=1)[CH:9]=[C:8]([C@H:13]([CH3:17])[C:14]([O:16][C@@H:27]1[CH2:26][O:25][CH:24]3[CH:28]1[O:29][CH:22]([O:21][N+:18]([O-:20])=[O:19])[CH2:23]3)=[O:15])[CH:7]=[CH:6]2. The yield is 0.976. (3) The reactants are [F:1][C:2]1[CH:7]=[CH:6][C:5]([CH:8]2[CH2:13][CH2:12][CH2:11][CH2:10][C:9]2=[O:14])=[CH:4][CH:3]=1.[C:15](Cl)([N:17]=[C:18]=[O:19])=[O:16]. No catalyst specified. The product is [F:1][C:2]1[CH:3]=[CH:4][C:5]([CH:8]2[C:9]3[O:14][C:18](=[O:19])[NH:17][C:15](=[O:16])[C:10]=3[CH2:11][CH2:12][CH2:13]2)=[CH:6][CH:7]=1. The yield is 0.196. (4) The reactants are C[O:2][C:3]1[CH:8]=[CH:7][C:6]([C:9]2[C:16]3[S:15][C:14]([NH2:17])=[N:13][C:12]=3[NH:11][N:10]=2)=[CH:5][CH:4]=1.B(Br)(Br)Br. The catalyst is C(Cl)Cl. The product is [OH:2][C:3]1[CH:8]=[CH:7][C:6]([C:9]2[C:16]3[S:15][C:14]([NH2:17])=[N:13][C:12]=3[NH:11][N:10]=2)=[CH:5][CH:4]=1. The yield is 0.740. (5) The reactants are [F:1][C:2]1[CH:7]=[CH:6][C:5]([NH:8][C:9]([C:11]2([C:14]([NH:16][C:17]3[CH:22]=[CH:21][C:20]([OH:23])=[C:19]([F:24])[CH:18]=3)=[O:15])[CH2:13][CH2:12]2)=[O:10])=[CH:4][CH:3]=1.[CH2:25]([O:32][C:33]1[CH:42]=[C:41]2[C:36]([C:37](OS(C(F)(F)F)(=O)=O)=[CH:38][CH:39]=[N:40]2)=[CH:35][C:34]=1[O:51][CH3:52])[C:26]1[CH:31]=[CH:30][CH:29]=[CH:28][CH:27]=1.N1C(C)=CC=CC=1C. No catalyst specified. The product is [F:1][C:2]1[CH:3]=[CH:4][C:5]([NH:8][C:9]([C:11]2([C:14]([NH:16][C:17]3[CH:22]=[CH:21][C:20]([O:23][C:37]4[C:36]5[C:41](=[CH:42][C:33]([O:32][CH2:25][C:26]6[CH:31]=[CH:30][CH:29]=[CH:28][CH:27]=6)=[C:34]([O:51][CH3:52])[CH:35]=5)[N:40]=[CH:39][CH:38]=4)=[C:19]([F:24])[CH:18]=3)=[O:15])[CH2:13][CH2:12]2)=[O:10])=[CH:6][CH:7]=1. The yield is 0.480. (6) The reactants are [H-].[Na+].[C:3]([O:7][C:8]([NH:10][C:11]1[N:16]=[C:15]([C:17]([O:19][CH2:20][CH3:21])=[O:18])[CH:14]=[CH:13][CH:12]=1)=[O:9])([CH3:6])([CH3:5])[CH3:4].Br[CH2:23][C:24]([O:26][C:27]([CH3:30])([CH3:29])[CH3:28])=[O:25].[Cl-].[NH4+]. The catalyst is CN(C)C=O.O. The product is [C:27]([O:26][C:24](=[O:25])[CH2:23][N:10]([C:8]([O:7][C:3]([CH3:6])([CH3:5])[CH3:4])=[O:9])[C:11]1[CH:12]=[CH:13][CH:14]=[C:15]([C:17]([O:19][CH2:20][CH3:21])=[O:18])[N:16]=1)([CH3:30])([CH3:29])[CH3:28]. The yield is 0.930. (7) The reactants are [H-].[Na+].[CH:3](=[N:10][CH:11]([CH2:17][CH2:18][CH2:19][CH3:20])[C:12]([O:14][CH2:15][CH3:16])=[O:13])[C:4]1[CH:9]=[CH:8][CH:7]=[CH:6][CH:5]=1.[CH2:21](I)[CH2:22][CH2:23][CH3:24].[Cl-].[NH4+]. The catalyst is CN(C=O)C.CCOCC.O. The product is [CH:3](=[N:10][C:11]([CH2:21][CH2:22][CH2:23][CH3:24])([CH2:17][CH2:18][CH2:19][CH3:20])[C:12]([O:14][CH2:15][CH3:16])=[O:13])[C:4]1[CH:9]=[CH:8][CH:7]=[CH:6][CH:5]=1. The yield is 0.905.